From a dataset of Reaction yield outcomes from USPTO patents with 853,638 reactions. Predict the reaction yield, written as a fraction of the theoretical maximum amount of product (1.0 means a 100% yield; for example, 0.34 means a 34% yield). (1) The reactants are [CH3:1][N:2]1[C:6]([C:7]2[CH:8]=[C:9]([C:13]([OH:15])=O)[S:10][C:11]=2[CH3:12])=[C:5]([CH3:16])[CH:4]=[N:3]1.[NH2:17][C@@H:18]([CH2:31][C:32]1[CH:37]=[CH:36][CH:35]=[C:34]([F:38])[CH:33]=1)[CH2:19][N:20]1[C:28](=[O:29])[C:27]2[C:22](=[CH:23][CH:24]=[CH:25][CH:26]=2)[C:21]1=[O:30].CC(OC(N[C@H](C(O)=O)CC1C=CC=CC=1C(F)(F)F)=O)(C)C.C1CN([P+](Br)(N2CCCC2)N2CCCC2)CC1.F[P-](F)(F)(F)(F)F.CCN(C(C)C)C(C)C. The catalyst is C(Cl)(Cl)Cl. The product is [CH3:1][N:2]1[C:6]([C:7]2[CH:8]=[C:9]([C:13]([NH:17][C@@H:18]([CH2:31][C:32]3[CH:37]=[CH:36][CH:35]=[C:34]([F:38])[CH:33]=3)[CH2:19][N:20]3[C:28](=[O:29])[C:27]4[C:22](=[CH:23][CH:24]=[CH:25][CH:26]=4)[C:21]3=[O:30])=[O:15])[S:10][C:11]=2[CH3:12])=[C:5]([CH3:16])[CH:4]=[N:3]1. The yield is 0.430. (2) The reactants are N[C:2]1[S:3][C:4]([CH3:10])=[C:5]([CH3:9])[C:6]=1C#N.[C:11]([NH:13][C:14]([NH2:16])=[NH:15])#[N:12].Cl.[OH-].[Na+]. The catalyst is O. The product is [CH3:9][C:5]1[C:6]2[C:11]([NH2:12])=[N:13][C:14]([NH2:16])=[N:15][C:2]=2[S:3][C:4]=1[CH3:10]. The yield is 0.0500. (3) The reactants are C([Li])(CC)C.[F:6][C:7]1([F:17])[O:11][C:10]2[CH:12]=[CH:13][C:14]([F:16])=[CH:15][C:9]=2[O:8]1.[I:18]I. The catalyst is O1CCCC1. The product is [F:17][C:7]1([F:6])[O:11][C:10]2[CH:12]=[CH:13][C:14]([F:16])=[C:15]([I:18])[C:9]=2[O:8]1. The yield is 0.580. (4) The reactants are [NH2:1][C:2]1([CH2:6][NH:7][C:8]2[C:17]3[C:12](=[CH:13][CH:14]=[C:15]([CH3:18])[CH:16]=3)[N:11]=[C:10]([N:19]3[CH2:25][C:24]4[CH:26]=[C:27]([O:30]C)[CH:28]=[CH:29][C:23]=4[S:22](=[O:33])(=[O:32])[CH2:21][CH2:20]3)[CH:9]=2)[CH2:5][O:4][CH2:3]1.[OH-].[K+]. The catalyst is CS(C)=O. The product is [NH2:1][C:2]1([CH2:6][NH:7][C:8]2[C:17]3[C:12](=[CH:13][CH:14]=[C:15]([CH3:18])[CH:16]=3)[N:11]=[C:10]([N:19]3[CH2:25][C:24]4[CH:26]=[C:27]([OH:30])[CH:28]=[CH:29][C:23]=4[S:22](=[O:32])(=[O:33])[CH2:21][CH2:20]3)[CH:9]=2)[CH2:3][O:4][CH2:5]1. The yield is 0.300. (5) The reactants are [C:1](Cl)(=O)C(Cl)=O.[CH2:7]([N:14]([CH2:24][C:25]1[CH:30]=[CH:29][CH:28]=[CH:27][CH:26]=1)[CH:15]1[CH2:19][CH:18]([C:20](O)=[O:21])[CH:17]([CH3:23])[CH2:16]1)[C:8]1[CH:13]=[CH:12][CH:11]=[CH:10][CH:9]=1.CN(C=O)C.C[Si](C=[N+]=[N-])(C)C.[BrH:43].C([O-])(O)=O.[Na+]. The catalyst is C(Cl)Cl.C1COCC1.CC#N. The product is [Br:43][CH2:1][C:20]([CH:18]1[CH2:19][CH:15]([N:14]([CH2:24][C:25]2[CH:26]=[CH:27][CH:28]=[CH:29][CH:30]=2)[CH2:7][C:8]2[CH:9]=[CH:10][CH:11]=[CH:12][CH:13]=2)[CH2:16][CH:17]1[CH3:23])=[O:21]. The yield is 0.690.